Dataset: Reaction yield outcomes from USPTO patents with 853,638 reactions. Task: Predict the reaction yield, written as a fraction of the theoretical maximum amount of product (1.0 means a 100% yield; for example, 0.34 means a 34% yield). (1) The reactants are [CH:1]1[C:6]([C:7]([F:10])([F:9])[F:8])=[CH:5][C:4]([N:11]=[C:12]=[O:13])=[CH:3][C:2]=1[C:14]([F:17])([F:16])[F:15].[Cl:18][C:19]1[CH:27]=[C:26]2[C:22]([CH2:23][C:24](=[O:28])[NH:25]2)=[CH:21][CH:20]=1.Cl. The catalyst is O1CCCC1.C(N(CC)CC)C. The product is [F:17][C:14]([F:15])([F:16])[C:2]1[CH:3]=[C:4]([NH:11][C:12]([C:23]2[C:22]3[C:26](=[CH:27][C:19]([Cl:18])=[CH:20][CH:21]=3)[NH:25][C:24]=2[OH:28])=[O:13])[CH:5]=[C:6]([C:7]([F:10])([F:8])[F:9])[CH:1]=1. The yield is 0.407. (2) The reactants are [C:1]([CH:9]([C:13]1[CH:18]=[CH:17][CH:16]=[CH:15][CH:14]=1)[CH2:10][CH:11]=O)(=[O:8])[C:2]1[CH:7]=[CH:6][CH:5]=[CH:4][CH:3]=1.[CH3:19][O:20][C:21]1[CH:26]=[CH:25][CH:24]=[CH:23][C:22]=1[N:27]1[CH2:32][CH2:31][NH:30][CH2:29][CH2:28]1.[Na].[BH-](OC(C)=O)(OC(C)=O)OC(C)=O.[Na+]. The catalyst is C(Cl)Cl. The product is [CH3:19][O:20][C:21]1[CH:26]=[CH:25][CH:24]=[CH:23][C:22]=1[N:27]1[CH2:32][CH2:31][N:30]([CH2:11][CH2:10][CH:9]([C:1](=[O:8])[C:2]2[CH:7]=[CH:6][CH:5]=[CH:4][CH:3]=2)[C:13]2[CH:18]=[CH:17][CH:16]=[CH:15][CH:14]=2)[CH2:29][CH2:28]1. The yield is 0.950. (3) The reactants are [CH:1]([N:4]1[CH2:9][CH2:8][CH:7]([O:10][C:11]2[CH:19]=[CH:18][C:17]3[N:16]4[C@H:20]([CH3:25])[CH2:21][NH:22][C:23](=[O:24])[C:15]4=[CH:14][C:13]=3[CH:12]=2)[CH2:6][CH2:5]1)([CH3:3])[CH3:2].[CH2:26](Br)[CH3:27].[H-].[Na+]. No catalyst specified. The product is [CH2:26]([N:22]1[CH2:21][C@@H:20]([CH3:25])[N:16]2[C:17]3[CH:18]=[CH:19][C:11]([O:10][CH:7]4[CH2:8][CH2:9][N:4]([CH:1]([CH3:3])[CH3:2])[CH2:5][CH2:6]4)=[CH:12][C:13]=3[CH:14]=[C:15]2[C:23]1=[O:24])[CH3:27]. The yield is 0.760. (4) The reactants are [CH3:1][N:2]1[C:6]([C:7]([OH:9])=O)=[CH:5][C:4]([CH3:10])=[N:3]1.CN(C)C=O.C(Cl)(=O)C(Cl)=O.[NH2:22][C:23]1[CH:24]=[C:25]([CH:42]=[CH:43][CH:44]=1)[O:26][C:27]1[CH:28]=[CH:29][C:30]2[N:31]([CH:33]=[C:34]([NH:36][C:37](=[O:41])[CH:38]([CH3:40])[CH3:39])[N:35]=2)[N:32]=1. The catalyst is CN(C)C(=O)C.O1CCCC1. The product is [C:37]([NH:36][C:34]1[N:35]=[C:30]2[CH:29]=[CH:28][C:27]([O:26][C:25]3[CH:24]=[C:23]([NH:22][C:7]([C:6]4[N:2]([CH3:1])[N:3]=[C:4]([CH3:10])[CH:5]=4)=[O:9])[CH:44]=[CH:43][CH:42]=3)=[N:32][N:31]2[CH:33]=1)(=[O:41])[CH:38]([CH3:40])[CH3:39]. The yield is 0.720. (5) The reactants are [CH:1]([N:3]1[CH2:8][CH2:7][N:6]([CH2:9][CH2:10]O)[CH2:5][CH2:4]1)=[O:2].[F:12][C:13]1[C:22]([F:23])=[CH:21][C:16]2[N:17]=[C:18]([SH:20])[NH:19][C:15]=2[CH:14]=1.C(N(C(C)C)CC)(C)C.[I-].C(C[P+](C)(C)C)#N. The catalyst is C(#N)CC.O. The product is [F:23][C:22]1[C:13]([F:12])=[CH:14][C:15]2[N:19]=[C:18]([S:20][CH2:10][CH2:9][N:6]3[CH2:7][CH2:8][N:3]([CH:1]=[O:2])[CH2:4][CH2:5]3)[NH:17][C:16]=2[CH:21]=1. The yield is 0.780. (6) The reactants are [C:1]([N:8]1[CH2:14][CH2:13][CH2:12][C@@H:9]1[CH2:10][OH:11])([O:3][C:4]([CH3:7])([CH3:6])[CH3:5])=[O:2].[S:15](Cl)([C:18]1[CH:24]=[CH:23][C:21]([CH3:22])=[CH:20][CH:19]=1)(=[O:17])=[O:16]. The catalyst is N1C=CC=CC=1. The product is [C:4]([O:3][C:1]([N:8]1[CH2:14][CH2:13][CH2:12][C@@H:9]1[CH2:10][O:11][S:15]([C:18]1[CH:24]=[CH:23][C:21]([CH3:22])=[CH:20][CH:19]=1)(=[O:17])=[O:16])=[O:2])([CH3:7])([CH3:6])[CH3:5]. The yield is 0.910.